Predict the product of the given reaction. From a dataset of Forward reaction prediction with 1.9M reactions from USPTO patents (1976-2016). (1) Given the reactants F[P-](F)(F)(F)(F)F.C[N+:9](C)=C(N(C)C)ON1C2N=CC=CC=2N=N1.[C:25]([O:29][C:30]([NH:32][C:33]1([C:66]([OH:68])=O)[CH2:38][CH2:37][N:36]([C:39]2[CH:44]=[CH:43][CH:42]=[C:41]([C:45]3[C:53]4[C:48](=[CH:49][N:50]=[C:51]([C:54]5[CH:55]=[N:56][CH:57]=[CH:58][CH:59]=5)[CH:52]=4)[N:47]([CH:60]4[CH2:65][CH2:64][CH2:63][CH2:62][O:61]4)[N:46]=3)[N:40]=2)[CH2:35][CH2:34]1)=[O:31])([CH3:28])([CH3:27])[CH3:26].[Cl-].[NH4+].C(N(CC)C(C)C)(C)C, predict the reaction product. The product is: [C:66]([C:33]1([NH:32][C:30](=[O:31])[O:29][C:25]([CH3:26])([CH3:27])[CH3:28])[CH2:34][CH2:35][N:36]([C:39]2[CH:44]=[CH:43][CH:42]=[C:41]([C:45]3[C:53]4[C:48](=[CH:49][N:50]=[C:51]([C:54]5[CH:55]=[N:56][CH:57]=[CH:58][CH:59]=5)[CH:52]=4)[N:47]([CH:60]4[CH2:65][CH2:64][CH2:63][CH2:62][O:61]4)[N:46]=3)[N:40]=2)[CH2:37][CH2:38]1)(=[O:68])[NH2:9]. (2) Given the reactants [Cl:1][C:2]1[CH:8]=[CH:7][C:5]([NH2:6])=[CH:4][C:3]=1[C:9]1[CH:14]=[CH:13][CH:12]=[CH:11][N:10]=1.[CH:15]([S:18]([C:21]1[CH:29]=[CH:28][C:24]([C:25](O)=[O:26])=[CH:23][CH:22]=1)(=[O:20])=[O:19])([CH3:17])[CH3:16], predict the reaction product. The product is: [Cl:1][C:2]1[CH:8]=[CH:7][C:5]([NH:6][C:25](=[O:26])[C:24]2[CH:23]=[CH:22][C:21]([S:18]([CH:15]([CH3:16])[CH3:17])(=[O:20])=[O:19])=[CH:29][CH:28]=2)=[CH:4][C:3]=1[C:9]1[CH:14]=[CH:13][CH:12]=[CH:11][N:10]=1. (3) Given the reactants [Br:1][C:2]1[C:6]2[O:7][C:8]([N:12]3[CH2:17][CH2:16][O:15][CH2:14][CH2:13]3)=[CH:9][C:10](=[O:11])[C:5]=2[S:4][CH:3]=1.[C:18]1(I)[CH:23]=[CH:22][CH:21]=[CH:20][CH:19]=1.[F-].[K+], predict the reaction product. The product is: [Br:1][C:2]1[C:6]2[O:7][C:8]([N:12]3[CH2:17][CH2:16][O:15][CH2:14][CH2:13]3)=[CH:9][C:10](=[O:11])[C:5]=2[S:4][C:3]=1[C:18]1[CH:23]=[CH:22][CH:21]=[CH:20][CH:19]=1. (4) Given the reactants Cl[C:2]1[N:10]=[C:9]2[C:5]([N:6]=[CH:7][N:8]2[CH:11]2[CH2:16][CH2:15][CH2:14][CH2:13][O:12]2)=[C:4]([NH:17][CH2:18][CH:19]([C:26]2[CH:31]=[CH:30][CH:29]=[CH:28][CH:27]=2)[C:20]2[CH:25]=[CH:24][CH:23]=[CH:22][CH:21]=2)[N:3]=1.[CH2:32]([N:34](CC)CC)C, predict the reaction product. The product is: [C:20]1([CH:19]([C:26]2[CH:31]=[CH:30][CH:29]=[CH:28][CH:27]=2)[CH2:18][NH:17][C:4]2[N:3]=[C:2]([C:32]#[N:34])[N:10]=[C:9]3[C:5]=2[N:6]=[CH:7][N:8]3[CH:11]2[CH2:16][CH2:15][CH2:14][CH2:13][O:12]2)[CH:25]=[CH:24][CH:23]=[CH:22][CH:21]=1. (5) Given the reactants [Br:1][C:2]1[CH:9]=[CH:8][C:7]([O:10][CH3:11])=[CH:6][C:3]=1[CH:4]=O.[CH:12]1([NH2:15])[CH2:14][CH2:13]1.C1(C)C=CC=CC=1.[BH4-].[Na+], predict the reaction product. The product is: [Br:1][C:2]1[CH:9]=[CH:8][C:7]([O:10][CH3:11])=[CH:6][C:3]=1[CH2:4][NH:15][CH:12]1[CH2:14][CH2:13]1. (6) The product is: [CH3:6][C:7]1[C:12]([CH3:13])=[CH:11][CH:10]=[C:9]2[C:8]=1[C:16](=[O:2])[C:15](=[O:19])[NH:14]2. Given the reactants S(=O)(=O)(O)[OH:2].[CH3:6][C:7]1[CH:8]=[C:9]([NH:14][C:15](=[O:19])[CH:16]=NO)[CH:10]=[CH:11][C:12]=1[CH3:13], predict the reaction product.